This data is from Reaction yield outcomes from USPTO patents with 853,638 reactions. The task is: Predict the reaction yield, written as a fraction of the theoretical maximum amount of product (1.0 means a 100% yield; for example, 0.34 means a 34% yield). (1) The reactants are [F:1][C:2]1[CH:3]=[C:4]([CH:25]=[CH:26][CH:27]=1)[CH2:5][NH:6][C:7]([C:9]1[C:10](/[CH:22]=[CH:23]/[CH3:24])=[N:11][C:12]([N:16]2[CH2:21][CH2:20][O:19][CH2:18][CH2:17]2)=[CH:13][C:14]=1[CH3:15])=[O:8]. The catalyst is CO.[Pd]. The product is [F:1][C:2]1[CH:3]=[C:4]([CH2:5][NH:6][C:7]([C:9]2[C:10]([CH2:22][CH2:23][CH3:24])=[N:11][C:12]([N:16]3[CH2:21][CH2:20][O:19][CH2:18][CH2:17]3)=[CH:13][C:14]=2[CH3:15])=[O:8])[CH:25]=[CH:26][CH:27]=1. The yield is 0.560. (2) The reactants are [CH3:1][C:2]1([CH3:14])[C:6]([CH3:8])([CH3:7])[O:5][B:4]([C:9]2[CH:10]=[N:11][NH:12][CH:13]=2)[O:3]1.[CH3:15][C:16]1([CH3:19])[CH2:18][O:17]1.C([O-])([O-])=O.[Cs+].[Cs+]. The catalyst is CN(C=O)C. The product is [CH3:15][C:16]([OH:17])([CH3:19])[CH2:18][N:12]1[CH:13]=[C:9]([B:4]2[O:5][C:6]([CH3:7])([CH3:8])[C:2]([CH3:14])([CH3:1])[O:3]2)[CH:10]=[N:11]1. The yield is 0.684. (3) The reactants are [NH2:1][C:2]1[CH:10]=[C:9]2[C:5]([CH2:6][O:7][C:8]2=[O:11])=[CH:4][CH:3]=1.[C:12](Cl)(=[O:19])[O:13][CH2:14][C:15]([Cl:18])([Cl:17])[Cl:16].N1C=CC=CC=1. The catalyst is ClCCl. The product is [Cl:16][C:15]([Cl:18])([Cl:17])[CH2:14][O:13][C:12](=[O:19])[NH:1][C:2]1[CH:10]=[C:9]2[C:5](=[CH:4][CH:3]=1)[CH2:6][O:7][C:8]2=[O:11]. The yield is 0.580.